From a dataset of Full USPTO retrosynthesis dataset with 1.9M reactions from patents (1976-2016). Predict the reactants needed to synthesize the given product. (1) Given the product [C:31]([NH:1][C:2]1[CH:3]=[C:4]2[C:9](=[CH:10][CH:11]=1)[C:8](=[O:12])[N:7]([CH2:13][CH:14]([CH3:16])[CH3:15])[C:6]([CH2:17][NH:18][C:19](=[O:25])[O:20][C:21]([CH3:23])([CH3:22])[CH3:24])=[C:5]2[O:26][CH2:27][CH2:28][CH2:29][CH3:30])(=[O:33])[CH3:32], predict the reactants needed to synthesize it. The reactants are: [NH2:1][C:2]1[CH:3]=[C:4]2[C:9](=[CH:10][CH:11]=1)[C:8](=[O:12])[N:7]([CH2:13][CH:14]([CH3:16])[CH3:15])[C:6]([CH2:17][NH:18][C:19](=[O:25])[O:20][C:21]([CH3:24])([CH3:23])[CH3:22])=[C:5]2[O:26][CH2:27][CH2:28][CH2:29][CH3:30].[C:31](Cl)(=[O:33])[CH3:32].O. (2) Given the product [OH-:16].[NH4+:15].[CH2:3]([C@@H:6]1[C@H:14]([NH2:15])[C:10]2[CH:11]=[CH:12][S:13][C:9]=2[CH2:8][CH2:7]1)[CH2:4][CH3:5], predict the reactants needed to synthesize it. The reactants are: [BH4-].[Na+].[CH2:3]([CH:6]1[CH2:7][CH2:8][C:9]2[S:13][CH:12]=[CH:11][C:10]=2/[C:14]/1=[N:15]\[OH:16])[CH2:4][CH3:5]. (3) Given the product [Cl:14][CH2:15][C:16]([N:4]1[CH2:5][CH2:6][N:1]([C:7]([O:9][C:10]([CH3:13])([CH3:12])[CH3:11])=[O:8])[CH2:2][CH2:3]1)=[O:17], predict the reactants needed to synthesize it. The reactants are: [N:1]1([C:7]([O:9][C:10]([CH3:13])([CH3:12])[CH3:11])=[O:8])[CH2:6][CH2:5][NH:4][CH2:3][CH2:2]1.[Cl:14][CH2:15][C:16](Cl)=[O:17]. (4) Given the product [F:1][C:2]1[CH:21]=[CH:20][C:5]([CH2:6][C:7]2[N:8]=[C:9]([OH:18])[C:10]([N+:15]([O-:17])=[O:16])=[C:11]([OH:13])[N:12]=2)=[CH:4][CH:3]=1, predict the reactants needed to synthesize it. The reactants are: [F:1][C:2]1[CH:21]=[CH:20][C:5]([CH2:6][C:7]2[N:12]=[C:11]([O:13]C)[C:10]([N+:15]([O-:17])=[O:16])=[C:9]([O:18]C)[N:8]=2)=[CH:4][CH:3]=1.Cl.N1C=CC=CC=1. (5) Given the product [CH2:20]([N:12]1[C:11]2[CH:13]=[C:14]([F:18])[C:15]([F:17])=[CH:16][C:10]=2[N:9]=[C:8]1[C:7]1[C:2]([Cl:1])=[N:3][CH:4]=[CH:5][CH:6]=1)[C:21]1[CH:26]=[CH:25][CH:24]=[CH:23][CH:22]=1, predict the reactants needed to synthesize it. The reactants are: [Cl:1][C:2]1[C:7]([C:8]2[NH:12][C:11]3[CH:13]=[C:14]([F:18])[C:15]([F:17])=[CH:16][C:10]=3[N:9]=2)=[CH:6][CH:5]=[CH:4][N:3]=1.Br[CH2:20][C:21]1[CH:26]=[CH:25][CH:24]=[CH:23][CH:22]=1. (6) Given the product [C:10]([N:36]([CH2:37][C:38]([O:40][C:41]([CH3:44])([CH3:43])[CH3:42])=[O:39])[C@@H:28]1[C:29]2[C:34](=[CH:33][CH:32]=[CH:31][CH:30]=2)[CH2:35][C@H:27]1[NH:26][C:24]([C:19]1[NH:20][C:21]2[C:17]([CH:18]=1)=[CH:16][C:15]([Cl:14])=[CH:23][CH:22]=2)=[O:25])(=[O:12])[CH3:11], predict the reactants needed to synthesize it. The reactants are: CCN(C(C)C)C(C)C.[C:10](Cl)(=[O:12])[CH3:11].[Cl:14][C:15]1[CH:16]=[C:17]2[C:21](=[CH:22][CH:23]=1)[NH:20][C:19]([C:24]([NH:26][C@@H:27]1[CH2:35][C:34]3[C:29](=[CH:30][CH:31]=[CH:32][CH:33]=3)[C@H:28]1[NH:36][CH2:37][C:38]([O:40][C:41]([CH3:44])([CH3:43])[CH3:42])=[O:39])=[O:25])=[CH:18]2. (7) The reactants are: Cl.[C:2]1([C:8]2[O:12][N:11]=[C:10]([CH:13]3[CH2:18][CH2:17][CH2:16][NH:15][CH2:14]3)[N:9]=2)[CH:7]=[CH:6][CH:5]=[CH:4][CH:3]=1.[F:19][C:20]1[CH:28]=[CH:27][C:23]([C:24](Cl)=[O:25])=[CH:22][CH:21]=1. Given the product [F:19][C:20]1[CH:28]=[CH:27][C:23]([C:24]([N:15]2[CH2:16][CH2:17][CH2:18][CH:13]([C:10]3[N:9]=[C:8]([C:2]4[CH:3]=[CH:4][CH:5]=[CH:6][CH:7]=4)[O:12][N:11]=3)[CH2:14]2)=[O:25])=[CH:22][CH:21]=1, predict the reactants needed to synthesize it.